This data is from Full USPTO retrosynthesis dataset with 1.9M reactions from patents (1976-2016). The task is: Predict the reactants needed to synthesize the given product. (1) Given the product [F:10][C:11]1[CH:16]=[CH:15][CH:14]=[CH:13][C:12]=1[CH2:17][C:18]([CH:20]1[CH2:21][CH2:22][N:23]([CH2:2][C:3]2[NH:4][C:5](=[O:8])[NH:6][N:7]=2)[CH2:24][CH2:25]1)=[O:19], predict the reactants needed to synthesize it. The reactants are: Cl[CH2:2][C:3]1[NH:4][C:5](=[O:8])[NH:6][N:7]=1.Cl.[F:10][C:11]1[CH:16]=[CH:15][CH:14]=[CH:13][C:12]=1[CH2:17][C:18]([CH:20]1[CH2:25][CH2:24][NH:23][CH2:22][CH2:21]1)=[O:19].C(=O)([O-])[O-].[K+].[K+].C(#N)C. (2) Given the product [CH3:17][CH:15]1[CH2:16][N:12]([C@@H:7]2[CH2:8][CH2:9][CH2:10][CH2:11][C@H:6]2[C:4]([OH:5])=[O:3])[C:13](=[O:18])[CH2:14]1, predict the reactants needed to synthesize it. The reactants are: C([O:3][C:4]([C@@H:6]1[CH2:11][CH2:10][CH2:9][CH2:8][C@H:7]1[N:12]1[CH2:16][CH:15]([CH3:17])[CH2:14][C:13]1=[O:18])=[O:5])C.[OH-].[Li+].Cl. (3) Given the product [CH2:1]([S:8]([C:9]1[N:14]=[C:13]([C:15]2[S:16][C:17]3[CH:25]=[CH:24][CH:23]=[CH:22][C:18]=3[C:19](=[O:21])[N:20]=2)[CH:12]=[CH:11][CH:10]=1)=[O:34])[C:2]1[CH:3]=[CH:4][CH:5]=[CH:6][CH:7]=1, predict the reactants needed to synthesize it. The reactants are: [CH2:1]([S:8][C:9]1[N:14]=[C:13]([C:15]2[S:16][C:17]3[CH:25]=[CH:24][CH:23]=[CH:22][C:18]=3[C:19](=[O:21])[N:20]=2)[CH:12]=[CH:11][CH:10]=1)[C:2]1[CH:7]=[CH:6][CH:5]=[CH:4][CH:3]=1.ClC1C=CC=C(C(OO)=[O:34])C=1. (4) The reactants are: [F:1][C:2]1[CH:7]=[CH:6][C:5]([CH:8]([N:10]2[CH2:15][CH2:14][CH2:13][CH:12]([CH:16]([OH:31])[C:17]3[CH:22]=[CH:21][C:20]([N:23]4[CH:27]=[C:26]([CH3:28])[N:25]=[CH:24]4)=[C:19]([O:29][CH3:30])[CH:18]=3)[C:11]2=[O:32])[CH3:9])=[CH:4][CH:3]=1.C1(C)C=CC=CC=1.[C:40](OC(=O)C)(=[O:42])[CH3:41].[OH-].[Na+]. Given the product [F:1][C:2]1[CH:7]=[CH:6][C:5]([C@@H:8]([N:10]2[CH2:15][CH2:14][CH2:13][CH:12]([CH:16]([O:31][C:40](=[O:42])[CH3:41])[C:17]3[CH:22]=[CH:21][C:20]([N:23]4[CH:27]=[C:26]([CH3:28])[N:25]=[CH:24]4)=[C:19]([O:29][CH3:30])[CH:18]=3)[C:11]2=[O:32])[CH3:9])=[CH:4][CH:3]=1, predict the reactants needed to synthesize it. (5) Given the product [F:20][C:2]([F:1])([F:19])[C:3]([N:5]1[CH2:11][CH:10]([CH3:12])[C:9]2[CH:13]=[C:14]([I:26])[C:15]([O:17][CH3:18])=[CH:16][C:8]=2[CH2:7][CH2:6]1)=[O:4], predict the reactants needed to synthesize it. The reactants are: [F:1][C:2]([F:20])([F:19])[C:3]([N:5]1[CH2:11][CH:10]([CH3:12])[C:9]2[CH:13]=[CH:14][C:15]([O:17][CH3:18])=[CH:16][C:8]=2[CH2:7][CH2:6]1)=[O:4].C([O-])([O-])=O.[Ca+2].[I:26]Cl. (6) Given the product [CH:27]1([N:24]2[CH2:25][CH2:26][N:21]3[N:20]=[C:19]([NH:18][C:16]4[C:15](=[O:31])[N:14]([CH3:32])[CH:13]=[C:12]([C:11]5[CH:10]=[CH:9][N:8]=[C:7]([N:33]6[CH2:45][CH2:44][N:36]7[C:37]8[CH2:38][CH2:39][CH2:40][CH2:41][C:42]=8[CH:43]=[C:35]7[C:34]6=[O:46])[C:6]=5[CH2:5][OH:4])[CH:17]=4)[CH:30]=[C:22]3[CH2:23]2)[CH2:29][CH2:28]1, predict the reactants needed to synthesize it. The reactants are: C([O:4][CH2:5][C:6]1[C:7]([N:33]2[CH2:45][CH2:44][N:36]3[C:37]4[CH2:38][CH2:39][CH2:40][CH2:41][C:42]=4[CH:43]=[C:35]3[C:34]2=[O:46])=[N:8][CH:9]=[CH:10][C:11]=1[C:12]1[CH:17]=[C:16]([NH:18][C:19]2[CH:30]=[C:22]3[CH2:23][N:24]([CH:27]4[CH2:29][CH2:28]4)[CH2:25][CH2:26][N:21]3[N:20]=2)[C:15](=[O:31])[N:14]([CH3:32])[CH:13]=1)(=O)C.[OH-].[Li+].